From a dataset of Full USPTO retrosynthesis dataset with 1.9M reactions from patents (1976-2016). Predict the reactants needed to synthesize the given product. (1) Given the product [F:33][C:34]([F:39])([F:38])[C:35]([OH:37])=[O:36].[F:32][C:6]1[CH:5]=[C:4]([C:1]([NH2:2])=[O:3])[C:12]2[N:11]=[C:10]([C:13]3[CH:18]=[CH:17][C:16]([CH:19]4[CH2:20][CH2:21][NH:22][CH2:23][CH2:24]4)=[CH:15][CH:14]=3)[NH:9][C:8]=2[CH:7]=1, predict the reactants needed to synthesize it. The reactants are: [C:1]([C:4]1[C:12]2[N:11]=[C:10]([C:13]3[CH:18]=[CH:17][C:16]([CH:19]4[CH2:24][CH2:23][N:22](C(OC(C)(C)C)=O)[CH2:21][CH2:20]4)=[CH:15][CH:14]=3)[NH:9][C:8]=2[CH:7]=[C:6]([F:32])[CH:5]=1)(=[O:3])[NH2:2].[F:33][C:34]([F:39])([F:38])[C:35]([OH:37])=[O:36]. (2) Given the product [CH3:13][N:14]([CH3:15])[CH2:16][CH2:17][NH:18][C:9]([C:5]1[C:4]([CH3:12])=[C:3]([CH:1]=[O:2])[NH:7][C:6]=1[CH3:8])=[O:11], predict the reactants needed to synthesize it. The reactants are: [CH:1]([C:3]1[NH:7][C:6]([CH3:8])=[C:5]([C:9]([OH:11])=O)[C:4]=1[CH3:12])=[O:2].[CH3:13][N:14]([CH2:16][CH2:17][NH2:18])[CH3:15]. (3) Given the product [Cl:38][C:35]1[CH:36]=[CH:37][C:32]([CH:8]([C:5]2[CH:4]=[CH:3][C:2]([Cl:1])=[CH:7][CH:6]=2)[C:9]2[CH:10]=[C:11]3[C:16](=[CH:17][CH:18]=2)[NH:15][C:14](=[O:19])[CH:13]=[C:12]3[C:20]2[CH2:21][CH2:22][NH:23][CH2:24][CH:25]=2)=[CH:33][CH:34]=1, predict the reactants needed to synthesize it. The reactants are: [Cl:1][C:2]1[CH:7]=[CH:6][C:5]([CH:8]([C:32]2[CH:37]=[CH:36][C:35]([Cl:38])=[CH:34][CH:33]=2)[C:9]2[CH:10]=[C:11]3[C:16](=[CH:17][CH:18]=2)[NH:15][C:14](=[O:19])[CH:13]=[C:12]3[C:20]2[CH2:21][CH2:22][N:23](C(=O)C(F)(F)F)[CH2:24][CH:25]=2)=[CH:4][CH:3]=1.C([O-])([O-])=O.[Na+].[Na+].